Task: Predict the product of the given reaction.. Dataset: Forward reaction prediction with 1.9M reactions from USPTO patents (1976-2016) (1) Given the reactants [OH:1][C@@:2]1([CH2:18][CH2:19][CH3:20])[CH2:6][CH2:5][N:4](C(OCC2C=CC=CC=2)=O)[C@H:3]1[CH3:17], predict the reaction product. The product is: [CH3:17][C@H:3]1[C@@:2]([CH2:18][CH2:19][CH3:20])([OH:1])[CH2:6][CH2:5][NH:4]1. (2) The product is: [Cl:1][C:2]1[CH:3]=[CH:4][C:5]([C:8]([NH:11][C:12]([NH:24][C:19]2[CH:20]=[CH:21][CH:22]=[C:23]3[C:18]=2[CH:17]=[CH:16][N:15]=[CH:14]3)=[O:13])([CH3:10])[CH3:9])=[CH:6][CH:7]=1. Given the reactants [Cl:1][C:2]1[CH:7]=[CH:6][C:5]([C:8]([N:11]=[C:12]=[O:13])([CH3:10])[CH3:9])=[CH:4][CH:3]=1.[CH:14]1[C:23]2[CH:22]=[CH:21][CH:20]=[C:19]([NH2:24])[C:18]=2[CH:17]=[CH:16][N:15]=1.BrC1C=CC(CN=C=O)=CC=1.Cl, predict the reaction product.